Predict the reaction yield, written as a fraction of the theoretical maximum amount of product (1.0 means a 100% yield; for example, 0.34 means a 34% yield). From a dataset of Reaction yield outcomes from USPTO patents with 853,638 reactions. (1) The reactants are [CH:1]([O:4][C:5]1[CH:6]=[CH:7][C:8]([N+:15]([O-])=O)=[C:9]([CH2:11][C:12](O)=[O:13])[CH:10]=1)([CH3:3])[CH3:2]. The product is [CH:1]([O:4][C:5]1[CH:10]=[C:9]2[C:8](=[CH:7][CH:6]=1)[NH:15][C:12](=[O:13])[CH2:11]2)([CH3:3])[CH3:2]. The catalyst is CC(O)=O.[Fe]. The yield is 0.930. (2) The reactants are Br[C:2]1[CH:7]=[CH:6][C:5]([O:8][CH3:9])=[C:4]([O:10][CH2:11][CH3:12])[CH:3]=1.C([Li])CCC.[O:18]1[C:22]2[CH:23]=[CH:24][C:25]([CH:27]=[O:28])=[CH:26][C:21]=2[CH:20]=[CH:19]1.C(O)(C)C. The catalyst is C1COCC1.O. The product is [O:18]1[C:22]2[CH:23]=[CH:24][C:25]([CH:27]([C:2]3[CH:7]=[CH:6][C:5]([O:8][CH3:9])=[C:4]([O:10][CH2:11][CH3:12])[CH:3]=3)[OH:28])=[CH:26][C:21]=2[CH:20]=[CH:19]1. The yield is 1.15. (3) The reactants are [Br:1][CH:2]([C:6]1[CH:11]=[CH:10][CH:9]=[CH:8][CH:7]=1)[C:3]([OH:5])=[O:4].[C:12]1([C@@H:18](O)[CH3:19])[CH:17]=[CH:16][CH:15]=[CH:14][CH:13]=1.CCN=C=NCCCN(C)C. The catalyst is CN(C1C=CN=CC=1)C.ClCCl.C(OCC)(=O)C. The product is [Br:1][CH:2]([C:6]1[CH:11]=[CH:10][CH:9]=[CH:8][CH:7]=1)[C:3]([O:5][C@H:18]([C:12]1[CH:17]=[CH:16][CH:15]=[CH:14][CH:13]=1)[CH3:19])=[O:4]. The yield is 0.730. (4) The reactants are [F:1][C:2]([F:15])([F:14])[O:3][C:4]1[CH:13]=[CH:12][C:7]2[N:8]=[C:9]([NH2:11])[S:10][C:6]=2[CH:5]=1.[F:16][C:17]1[CH:25]=[CH:24][C:20]([C:21](Cl)=[O:22])=[CH:19][CH:18]=1.Br[CH:27]([CH2:32][CH3:33])[C:28]([O:30]C)=[O:29].COC1C=CC2N=C(N)SC=2C=1.ClC1C=C(C=CC=1)C(Cl)=O.BrCC(OCC)=O. No catalyst specified. The product is [F:16][C:17]1[CH:25]=[CH:24][C:20]([C:21]([N:11]=[C:9]2[N:8]([CH:27]([CH2:32][CH3:33])[C:28]([OH:30])=[O:29])[C:7]3[CH:12]=[CH:13][C:4]([O:3][C:2]([F:1])([F:14])[F:15])=[CH:5][C:6]=3[S:10]2)=[O:22])=[CH:19][CH:18]=1. The yield is 0.130. (5) The reactants are [NH2:1][C:2]1[C:7]([CH3:8])=[CH:6][CH:5]=[C:4]([CH:9]([CH3:11])[CH3:10])[C:3]=1[OH:12].[C:13](=S)(OCC)[S-:14].[K+]. The catalyst is C(O)C. The product is [CH:9]([C:4]1[C:3]2[O:12][C:13]([SH:14])=[N:1][C:2]=2[C:7]([CH3:8])=[CH:6][CH:5]=1)([CH3:10])[CH3:11]. The yield is 0.600. (6) The reactants are [OH:1][C:2]1[N:6]([CH3:7])[N:5]=[C:4]([C:8]([F:11])([F:10])[F:9])[C:3]=1[CH:12]=[O:13].Cl.Cl[CH2:16][C:17]1[C:18]([C:23]2[N:27]([CH2:28][C:29]([F:32])([F:31])[F:30])[N:26]=[CH:25][CH:24]=2)=[N:19][CH:20]=[CH:21][CH:22]=1.C(=O)([O-])[O-].[K+].[K+].O. The catalyst is CN(C=O)C.C(OCC)(=O)C. The product is [CH3:7][N:6]1[C:2]([O:1][CH2:16][C:17]2[C:18]([C:23]3[N:27]([CH2:28][C:29]([F:32])([F:30])[F:31])[N:26]=[CH:25][CH:24]=3)=[N:19][CH:20]=[CH:21][CH:22]=2)=[C:3]([CH:12]=[O:13])[C:4]([C:8]([F:11])([F:10])[F:9])=[N:5]1. The yield is 0.360.